This data is from NCI-60 drug combinations with 297,098 pairs across 59 cell lines. The task is: Regression. Given two drug SMILES strings and cell line genomic features, predict the synergy score measuring deviation from expected non-interaction effect. Drug 1: C1CC(C1)(C(=O)O)C(=O)O.[NH2-].[NH2-].[Pt+2]. Drug 2: CS(=O)(=O)OCCCCOS(=O)(=O)C. Cell line: 786-0. Synergy scores: CSS=-1.19, Synergy_ZIP=0.840, Synergy_Bliss=-0.0661, Synergy_Loewe=-4.33, Synergy_HSA=-3.29.